Dataset: Forward reaction prediction with 1.9M reactions from USPTO patents (1976-2016). Task: Predict the product of the given reaction. (1) Given the reactants [C:1]([C:3]1[CH:4]=[C:5]2[C:10](=[CH:11][CH:12]=1)[CH:9]=[C:8](OS(C1C=CC=CC=1)(=O)=O)[CH:7]=[CH:6]2)#[N:2].[C:23]([C:25]1[CH:30]=[CH:29][C:28]([O:31][CH3:32])=[CH:27][CH:26]=1)#[CH:24], predict the reaction product. The product is: [CH3:32][O:31][C:28]1[CH:29]=[CH:30][C:25]([C:23]#[C:24][C:8]2[CH:9]=[C:10]3[C:5](=[CH:6][CH:7]=2)[CH:4]=[C:3]([C:1]#[N:2])[CH:12]=[CH:11]3)=[CH:26][CH:27]=1. (2) Given the reactants [CH2:1]([O:3][C:4]([N:6]1[CH2:12][CH:11]([CH3:13])[C:10]2[CH:14]=[CH:15][S:16][C:9]=2[CH2:8][CH2:7]1)=[O:5])[CH3:2].[Br:17]N1C(=O)CCC1=O, predict the reaction product. The product is: [CH2:1]([O:3][C:4]([N:6]1[CH2:12][CH:11]([CH3:13])[C:10]2[CH:14]=[C:15]([Br:17])[S:16][C:9]=2[CH2:8][CH2:7]1)=[O:5])[CH3:2]. (3) The product is: [F:67][C:64]([F:65])([F:66])[C:58]1[CH:57]=[C:56]([NH:55][CH:52]2[CH2:53][CH2:54][N:49]([C:19](=[O:21])[CH2:18][CH2:17][CH2:16][N:13]3[CH2:12][CH2:11][N:10]([C:7]4[CH:6]=[CH:5][C:4]([C:3]([F:2])([F:22])[F:23])=[CH:9][N:32]=4)[CH2:15][CH2:14]3)[CH2:50][CH2:51]2)[CH:63]=[CH:62][C:59]=1[C:60]#[N:61]. Given the reactants [Li+].[F:2][C:3]([F:23])([F:22])[C:4]1[CH:9]=C[C:7]([N:10]2[CH2:15][CH2:14][N:13]([CH2:16][CH2:17][CH2:18][C:19]([O-:21])=O)[CH2:12][CH2:11]2)=[CH:6][CH:5]=1.F[P-](F)(F)(F)(F)F.C[N:32](C)C(ON1C2C=CC=CC=2N=N1)=[N+](C)C.Cl.[NH:49]1[CH2:54][CH2:53][CH:52]([NH:55][C:56]2[CH:63]=[CH:62][C:59]([C:60]#[N:61])=[C:58]([C:64]([F:67])([F:66])[F:65])[CH:57]=2)[CH2:51][CH2:50]1.C(N(C(C)C)CC)(C)C.[O-2].[Al+3].[O-2].[O-2].[Al+3], predict the reaction product. (4) Given the reactants [C:1]([O:4][C@H:5]1[CH2:22][CH2:21][C@@:20]2([CH3:23])[C:7](=[CH:8][CH2:9][C@@H:10]3[C@@H:19]2[CH2:18][CH2:17][C@@:15]2([CH3:16])[C@H:11]3[CH2:12][CH2:13][C@@H:14]2[O:24][C:25](=[O:27])[CH3:26])[CH2:6]1)(=[O:3])[CH3:2].C([O:32]O)(C)(C)C.[O-]S([O-])=O.[Na+].[Na+], predict the reaction product. The product is: [C:1]([O:4][C@H:5]1[CH2:22][CH2:21][C@@:20]2([CH3:23])[C:7](=[CH:8][C:9](=[O:32])[C@@H:10]3[C@@H:19]2[CH2:18][CH2:17][C@@:15]2([CH3:16])[C@H:11]3[CH2:12][CH2:13][C@@H:14]2[O:24][C:25](=[O:27])[CH3:26])[CH2:6]1)(=[O:3])[CH3:2]. (5) Given the reactants [NH:1]([CH2:6][CH2:7][C:8]#[N:9])[CH2:2][CH2:3][C:4]#[N:5].N[NH:11][C:12]([NH2:14])=[S:13].O.[OH-].[Na+], predict the reaction product. The product is: [NH2:11][C:12]1[S:13][C:4]([CH2:3][CH2:2][NH:1][CH2:6][CH2:7][C:8]2[S:13][C:12]([NH2:14])=[N:11][N:9]=2)=[N:5][N:14]=1. (6) Given the reactants [C:1]([O:5][C:6]([NH:8][CH2:9][C:10]([NH:12][NH:13][C:14](=O)[C:15]([O:17][CH2:18][CH3:19])=[O:16])=O)=[O:7])([CH3:4])([CH3:3])[CH3:2].COC1C=CC(P2(SP(C3C=CC(OC)=CC=3)(=S)S2)=[S:30])=CC=1, predict the reaction product. The product is: [C:1]([O:5][C:6]([NH:8][CH2:9][C:10]1[S:30][C:14]([C:15]([O:17][CH2:18][CH3:19])=[O:16])=[N:13][N:12]=1)=[O:7])([CH3:4])([CH3:3])[CH3:2]. (7) Given the reactants [C:1]([O:5][C:6]([N:8]1[CH2:15][CH:14]2[N:16]([C:17]([O:19][C:20]([CH3:23])([CH3:22])[CH3:21])=[O:18])[CH:10]([CH2:11][C:12]([C:40]3[S:41][C:42]([CH2:46][CH2:47][OH:48])=[C:43]([CH3:45])[N:44]=3)=[C:13]2[C:24](=[O:39])[N:25]([CH:36]2[CH2:38][CH2:37]2)[CH2:26][C:27]2[CH:32]=[CH:31][CH:30]=[C:29]([O:33][CH3:34])[C:28]=2[CH3:35])[CH2:9]1)=[O:7])([CH3:4])([CH3:3])[CH3:2].[Cl:49][C:50]1[C:55]([CH3:56])=[CH:54][C:53](O)=[CH:52][C:51]=1[CH3:58], predict the reaction product. The product is: [C:1]([O:5][C:6]([N:8]1[CH2:15][CH:14]2[N:16]([C:17]([O:19][C:20]([CH3:21])([CH3:23])[CH3:22])=[O:18])[CH:10]([CH2:11][C:12]([C:40]3[S:41][C:42]([CH2:46][CH2:47][O:48][C:53]4[CH:54]=[C:55]([CH3:56])[C:50]([Cl:49])=[C:51]([CH3:58])[CH:52]=4)=[C:43]([CH3:45])[N:44]=3)=[C:13]2[C:24](=[O:39])[N:25]([CH:36]2[CH2:38][CH2:37]2)[CH2:26][C:27]2[CH:32]=[CH:31][CH:30]=[C:29]([O:33][CH3:34])[C:28]=2[CH3:35])[CH2:9]1)=[O:7])([CH3:4])([CH3:2])[CH3:3]. (8) The product is: [CH3:1][N:2]([C:3]1[CH:8]=[CH:7][N:6]=[CH:5][CH:4]=1)[C:15](=[O:16])[C:14]1[CH:18]=[CH:19][CH:20]=[C:12]([N+:9]([O-:11])=[O:10])[CH:13]=1. Given the reactants [CH3:1][NH:2][C:3]1[CH:8]=[CH:7][N:6]=[CH:5][CH:4]=1.[N+:9]([C:12]1[CH:13]=[C:14]([CH:18]=[CH:19][CH:20]=1)[C:15](Cl)=[O:16])([O-:11])=[O:10].C(N(CC)C(C)C)(C)C.CN(C1C=CC=CN=1)C, predict the reaction product. (9) Given the reactants [C:12]([O:11][C:9](O[C:9]([O:11][C:12]([CH3:15])(C)C)=[O:10])=[O:10])(C)(C)[CH3:15].[CH2:16]([O:23][C:24]1[CH:32]=[C:31]2[C:27]([C:28]([CH:33]3[CH2:38][CH2:37][CH2:36][CH2:35][CH2:34]3)=[N:29][NH:30]2)=[CH:26][CH:25]=1)[C:17]1[CH:22]=[CH:21][CH:20]=[CH:19][CH:18]=1.[C:39](#N)[CH3:40], predict the reaction product. The product is: [CH2:12]([O:11][C:9]([N:30]1[C:31]2[C:27](=[CH:26][CH:25]=[C:24]([O:23][CH2:16][C:17]3[CH:18]=[CH:19][CH:20]=[CH:21][CH:22]=3)[CH:32]=2)[C:28]([CH:33]2[CH2:34][CH2:35][CH2:36][CH2:37][CH2:38]2)=[N:29]1)=[O:10])[CH2:15][CH2:39][CH3:40]. (10) Given the reactants [NH:1]1[C:5]2=[N:6][CH:7]=[CH:8][CH:9]=[C:4]2[C:3]([C:10](=[O:12])[CH3:11])=[N:2]1.[Br:13]Br, predict the reaction product. The product is: [Br:13][CH2:11][C:10]([C:3]1[C:4]2[C:5](=[N:6][CH:7]=[CH:8][CH:9]=2)[NH:1][N:2]=1)=[O:12].